From a dataset of Catalyst prediction with 721,799 reactions and 888 catalyst types from USPTO. Predict which catalyst facilitates the given reaction. (1) Reactant: [C:9](O[C:9]([O:11][C:12]([CH3:15])([CH3:14])[CH3:13])=[O:10])([O:11][C:12]([CH3:15])([CH3:14])[CH3:13])=[O:10].[C:16]([N:19]1[C:28]2[C:23](=[CH:24][C:25]([C:29]3[CH:34]=[CH:33][C:32]([CH2:35][N:36]4[CH2:41][CH2:40][CH2:39][CH2:38][CH2:37]4)=[CH:31][CH:30]=3)=[CH:26][CH:27]=2)[C@H:22]([NH2:42])[CH2:21][C@@H:20]1[CH3:43])(=[O:18])[CH3:17].CS(C)=O. Product: [C:16]([N:19]1[C:28]2[C:23](=[CH:24][C:25]([C:29]3[CH:34]=[CH:33][C:32]([CH2:35][N:36]4[CH2:41][CH2:40][CH2:39][CH2:38][CH2:37]4)=[CH:31][CH:30]=3)=[CH:26][CH:27]=2)[C@H:22]([NH:42][C:9](=[O:10])[O:11][C:12]([CH3:13])([CH3:14])[CH3:15])[CH2:21][C@@H:20]1[CH3:43])(=[O:18])[CH3:17]. The catalyst class is: 4. (2) Reactant: [C:1]([OH:8])(=[O:7])/[CH:2]=[CH:3]/[C:4]([OH:6])=[O:5].[C:9](OC=C)(=O)[CH3:10].[C:15]1(C)C=CC(S(O)(=O)=O)=C[CH:16]=1. Product: [C:1]([O:8][CH:15]=[CH2:16])(=[O:7])/[CH:2]=[CH:3]/[C:4]([O:6][CH:9]=[CH2:10])=[O:5]. The catalyst class is: 11. (3) Reactant: [O:1]=[C:2]1[NH:6][C:5]2[CH:7]=[C:8]([CH2:11][C:12]([O:14][CH3:15])=[O:13])[CH:9]=[CH:10][C:4]=2[O:3]1.[C:16](=O)([O-])[O-].[K+].[K+].CI. Product: [CH3:16][N:6]1[C:5]2[CH:7]=[C:8]([CH2:11][C:12]([O:14][CH3:15])=[O:13])[CH:9]=[CH:10][C:4]=2[O:3][C:2]1=[O:1]. The catalyst class is: 3. (4) Reactant: [F:1][C:2]1[CH:7]=[CH:6][C:5]([OH:8])=[CH:4][CH:3]=1.Br[CH2:10][CH:11]([O:14][CH3:15])[O:12][CH3:13].C([O-])([O-])=O.[K+].[K+]. Product: [CH3:13][O:12][CH:11]([O:14][CH3:15])[CH2:10][O:8][C:5]1[CH:6]=[CH:7][C:2]([F:1])=[CH:3][CH:4]=1. The catalyst class is: 10.